Dataset: Peptide-MHC class II binding affinity with 134,281 pairs from IEDB. Task: Regression. Given a peptide amino acid sequence and an MHC pseudo amino acid sequence, predict their binding affinity value. This is MHC class II binding data. (1) The peptide sequence is GEPKGAAESSSKAAL. The MHC is HLA-DPA10103-DPB10301 with pseudo-sequence HLA-DPA10103-DPB10301. The binding affinity (normalized) is 0.0149. (2) The peptide sequence is MKGVERLAVMGDTAW. The MHC is DRB3_0301 with pseudo-sequence DRB3_0301. The binding affinity (normalized) is 0.442.